The task is: Predict the product of the given reaction.. This data is from Forward reaction prediction with 1.9M reactions from USPTO patents (1976-2016). (1) Given the reactants [CH3:1][O:2][CH:3]([C:10]1[CH:15]=[CH:14][CH:13]=[CH:12][CH:11]=1)[CH:4]1[CH2:9][CH2:8][NH:7][CH2:6][CH2:5]1.Br[C:17]1[CH:22]=[CH:21][C:20](F)=[CH:19][CH:18]=1.C(=O)([O-])[O-].[K+].[K+].O.[C:31]([O:34][CH2:35][CH3:36])(=[O:33])C, predict the reaction product. The product is: [CH3:1][O:2][CH:3]([C:10]1[CH:15]=[CH:14][CH:13]=[CH:12][CH:11]=1)[CH:4]1[CH2:5][CH2:6][N:7]([C:17]2[CH:22]=[CH:21][C:20]([C:31]([O:34][CH2:35][CH3:36])=[O:33])=[CH:19][CH:18]=2)[CH2:8][CH2:9]1. (2) Given the reactants [NH:1]1[CH:5]=[C:4]([C:6]2[C:7]([C:15]3[CH:20]=[CH:19][CH:18]=[CH:17][CH:16]=3)=[N:8][O:9][C:10]=2[C:11]([F:14])([F:13])[F:12])[N:3]=[CH:2]1.Cl[C:22]1[N:27]=[CH:26][CH:25]=[CH:24][N:23]=1, predict the reaction product. The product is: [C:15]1([C:7]2[C:6]([C:4]3[N:3]=[CH:2][N:1]([C:22]4[N:27]=[CH:26][CH:25]=[CH:24][N:23]=4)[CH:5]=3)=[C:10]([C:11]([F:14])([F:12])[F:13])[O:9][N:8]=2)[CH:16]=[CH:17][CH:18]=[CH:19][CH:20]=1. (3) Given the reactants [Cl:1][C:2]1[C:7]([Cl:8])=[CH:6][CH:5]=[CH:4][C:3]=1[S:9]([N:12]([C:21]1[C:26]([O:27][CH3:28])=[N:25][C:24](Cl)=[CH:23][N:22]=1)[CH2:13][O:14][CH2:15][CH2:16][Si:17]([CH3:20])([CH3:19])[CH3:18])(=[O:11])=[O:10].[CH:30]1[CH:35]=[CH:34][C:33]([C@@H:36]([NH2:39])[CH2:37][OH:38])=[CH:32][CH:31]=1.[H-].[Na+], predict the reaction product. The product is: [NH2:39][C@H:36]([C:33]1[CH:34]=[CH:35][CH:30]=[CH:31][CH:32]=1)[CH2:37][O:38][C:24]1[N:25]=[C:26]([O:27][CH3:28])[C:21]([N:12]([CH2:13][O:14][CH2:15][CH2:16][Si:17]([CH3:20])([CH3:18])[CH3:19])[S:9]([C:3]2[CH:4]=[CH:5][CH:6]=[C:7]([Cl:8])[C:2]=2[Cl:1])(=[O:10])=[O:11])=[N:22][CH:23]=1. (4) Given the reactants [CH3:1][O:2][C:3]1[CH:4]=[C:5]2[C:10](=[CH:11][C:12]=1[O:13][CH3:14])[NH:9][C:8](=[O:15])[C:7]([C:16]([OH:18])=O)=[CH:6]2.[NH2:19][C:20]1[CH:21]=[C:22]([CH:28]=[CH:29][C:30]=1[Cl:31])[C:23]([N:25]([CH3:27])[CH3:26])=[O:24], predict the reaction product. The product is: [Cl:31][C:30]1[CH:29]=[CH:28][C:22]([C:23](=[O:24])[N:25]([CH3:27])[CH3:26])=[CH:21][C:20]=1[NH:19][C:16]([C:7]1[C:8](=[O:15])[NH:9][C:10]2[C:5]([CH:6]=1)=[CH:4][C:3]([O:2][CH3:1])=[C:12]([O:13][CH3:14])[CH:11]=2)=[O:18]. (5) Given the reactants [N:1]1([C:9]2[CH:10]=[CH:11][C:12]3[N:13]([C:15]([C:18]4[CH:23]=[CH:22][CH:21]=[C:20](Cl)[N:19]=4)=[N:16][N:17]=3)[N:14]=2)[CH2:8][CH2:7][CH2:6][CH2:5][CH2:4][CH2:3][CH2:2]1.[CH3:25][O-:26].[Na+], predict the reaction product. The product is: [N:1]1([C:9]2[CH:10]=[CH:11][C:12]3[N:13]([C:15]([C:18]4[CH:23]=[CH:22][CH:21]=[C:20]([O:26][CH3:25])[N:19]=4)=[N:16][N:17]=3)[N:14]=2)[CH2:8][CH2:7][CH2:6][CH2:5][CH2:4][CH2:3][CH2:2]1. (6) The product is: [OH:30][CH2:29][CH2:31][NH:32][C:11]([C:9]1[CH:8]=[CH:7][C:6]2[N:2]([CH3:1])[C:3]([NH:14][C:15]3[S:16][C:17]4[CH:23]=[C:22]([O:24][C:25]([F:26])([F:27])[F:28])[CH:21]=[CH:20][C:18]=4[N:19]=3)=[N:4][C:5]=2[CH:10]=1)=[O:13]. Given the reactants [CH3:1][N:2]1[C:6]2[CH:7]=[CH:8][C:9]([C:11]([OH:13])=O)=[CH:10][C:5]=2[N:4]=[C:3]1[NH:14][C:15]1[S:16][C:17]2[CH:23]=[C:22]([O:24][C:25]([F:28])([F:27])[F:26])[CH:21]=[CH:20][C:18]=2[N:19]=1.[CH2:29]([CH2:31][NH2:32])[OH:30].C1C=CC(P(N=[N+]=[N-])(C2C=CC=CC=2)=O)=CC=1.CCN(C(C)C)C(C)C, predict the reaction product. (7) Given the reactants [CH:1]1([C:8](=O)[CH2:9]Cl)[CH2:3][CH:2]1[C:4](=O)[CH2:5]Cl.C([O-])([O-])=O.[Na+].[Na+].[CH3:18][C:19]1[C:20]([NH2:25])=[N:21][CH:22]=[CH:23][CH:24]=1, predict the reaction product. The product is: [CH3:18][C:19]1[C:20]2[N:21]([CH:9]=[C:8]([CH:1]3[CH2:3][CH:2]3[C:4]3[N:25]=[C:20]4[C:19]([CH3:18])=[CH:24][CH:23]=[CH:22][N:21]4[CH:5]=3)[N:25]=2)[CH:22]=[CH:23][CH:24]=1. (8) Given the reactants [C:9](O[C:9]([O:11][C:12]([CH3:15])([CH3:14])[CH3:13])=[O:10])([O:11][C:12]([CH3:15])([CH3:14])[CH3:13])=[O:10].[NH2:16][CH:17]1[CH2:22][CH2:21][CH2:20][CH:19]([NH2:23])[CH2:18]1, predict the reaction product. The product is: [NH2:16][CH:17]1[CH2:22][CH2:21][CH2:20][CH:19]([NH:23][C:9]([O:11][C:12]([CH3:13])([CH3:14])[CH3:15])=[O:10])[CH2:18]1. (9) Given the reactants [Br:1][C:2]1[CH:10]=[CH:9][C:8]([C:11](=[O:13])[NH2:12])=[C:7]2[C:3]=1[C:4]([CH2:14][CH:15]([N+:21]([O-])=O)[C:16]([O:18][CH2:19][CH3:20])=[O:17])=[CH:5][NH:6]2.Cl.[OH-].[Na+], predict the reaction product. The product is: [NH2:21][CH:15]([CH2:14][C:4]1[C:3]2[C:7](=[C:8]([C:11](=[O:13])[NH2:12])[CH:9]=[CH:10][C:2]=2[Br:1])[NH:6][CH:5]=1)[C:16]([O:18][CH2:19][CH3:20])=[O:17]. (10) Given the reactants [Cl:1][C:2]1[CH:7]=[CH:6][CH:5]=[CH:4][C:3]=1[C:8]1[N:13]([CH2:14][C:15]2[CH:20]=[CH:19][CH:18]=[CH:17][CH:16]=2)[C:12](=[O:21])[CH:11]=[C:10]([OH:22])[N:9]=1.[Cl-].C[Al+]C.CCCCCC.[CH2:33]([NH2:40])C1C=CC=CC=1.ClC1C=CC=CC=1C#N.C(OCC)(=O)[CH2:51][C:52]([O:54]CC)=[O:53].C[O-:62].[Na+].CO.Cl, predict the reaction product. The product is: [Cl:1][C:2]1[CH:7]=[CH:6][CH:5]=[CH:4][C:3]=1[C:8]1[N:13]([CH2:14][C:15]2[CH:16]=[CH:17][CH:18]=[CH:19][CH:20]=2)[C:12](=[O:21])[C:11]([C:33]([NH:40][CH2:51][C:52]([OH:54])=[O:53])=[O:62])=[C:10]([OH:22])[N:9]=1.